Dataset: Reaction yield outcomes from USPTO patents with 853,638 reactions. Task: Predict the reaction yield, written as a fraction of the theoretical maximum amount of product (1.0 means a 100% yield; for example, 0.34 means a 34% yield). (1) The reactants are C([N-]C(C)C)(C)C.[Li+].Br[CH2:10][CH2:11][CH2:12][CH2:13][CH2:14][Br:15].[C:16]([O:21][CH2:22][CH3:23])(=[O:20])[CH:17]([CH3:19])[CH3:18]. The catalyst is C1COCC1. The product is [CH2:22]([O:21][C:16](=[O:20])[C:17]([CH3:19])([CH3:18])[CH2:10][CH2:11][CH2:12][CH2:13][CH2:14][Br:15])[CH3:23]. The yield is 0.600. (2) The reactants are [C:1]([C:5]1[O:9][N:8]=[C:7]([NH:10][C:11]([NH:13][C:14]2[CH:19]=[CH:18][CH:17]=[C:16]([O:20][C:21]3[C:30]4[C:25](=[CH:26][C:27]([O:35][CH3:36])=[C:28]([O:31][CH2:32][CH2:33]Cl)[CH:29]=4)[N:24]=[CH:23][N:22]=3)[CH:15]=2)=[O:12])[CH:6]=1)([CH3:4])([CH3:3])[CH3:2].[NH:37]1[CH2:42][CH2:41][CH2:40][CH2:39][CH2:38]1.CCN(C(C)C)C(C)C.O. The catalyst is [I-].C([N+](CCCC)(CCCC)CCCC)CCC.CN(C=O)C. The product is [C:1]([C:5]1[O:9][N:8]=[C:7]([NH:10][C:11]([NH:13][C:14]2[CH:19]=[CH:18][CH:17]=[C:16]([O:20][C:21]3[C:30]4[C:25](=[CH:26][C:27]([O:35][CH3:36])=[C:28]([O:31][CH2:32][CH2:33][N:37]5[CH2:42][CH2:41][CH2:40][CH2:39][CH2:38]5)[CH:29]=4)[N:24]=[CH:23][N:22]=3)[CH:15]=2)=[O:12])[CH:6]=1)([CH3:4])([CH3:3])[CH3:2]. The yield is 0.130. (3) The reactants are [ClH:1].Cl.[N:3]1([C:8]2[CH:9]=[C:10]([C:14]3[O:15][C:16]4[CH:32]=[CH:31][C:30]([NH:33][C:34](=[NH:36])[CH3:35])=[CH:29][C:17]=4[C:18](=[O:28])[C:19]=3[O:20]CC3C=CC=CC=3)[CH:11]=[CH:12][CH:13]=2)[CH:7]=[CH:6][N:5]=[CH:4]1.C(Cl)(Cl)[Cl:38].CO.N. No catalyst specified. The product is [ClH:38].[ClH:1].[N:3]1([C:8]2[CH:9]=[C:10]([C:14]3[O:15][C:16]4[CH:32]=[CH:31][C:30]([NH:33][C:34](=[NH:36])[CH3:35])=[CH:29][C:17]=4[C:18](=[O:28])[C:19]=3[OH:20])[CH:11]=[CH:12][CH:13]=2)[CH:7]=[CH:6][N:5]=[CH:4]1. The yield is 0.900. (4) The reactants are [Cl:1][C:2]1([Cl:38])[C@H:6]([O:7][Si](C(C)C)(C(C)C)C(C)C)[C@@H:5]([CH2:18][O:19][Si](C(C)C)(C(C)C)C(C)C)[O:4][C@H:3]1[N:30]1[CH:35]=[CH:34][C:33](=[O:36])[NH:32][C:31]1=[O:37].F.F.F.C(N(CC)CC)C. The catalyst is C1COCC1. The product is [Cl:38][C:2]1([Cl:1])[C@H:6]([OH:7])[C@@H:5]([CH2:18][OH:19])[O:4][C@H:3]1[N:30]1[CH:35]=[CH:34][C:33](=[O:36])[NH:32][C:31]1=[O:37]. The yield is 0.680. (5) The reactants are [Cl:1][C:2]1[CH:11]=[CH:10][C:9]2[CH2:8][NH:7][CH2:6][CH2:5][C:4]=2[N:3]=1.C(=O)(O)[O-].[Na+].[CH3:17][C:18]([O:21][C:22](O[C:22]([O:21][C:18]([CH3:20])([CH3:19])[CH3:17])=[O:23])=[O:23])([CH3:20])[CH3:19]. The catalyst is O1CCOCC1.O.C(OCC)(=O)C. The product is [Cl:1][C:2]1[CH:11]=[CH:10][C:9]2[CH2:8][N:7]([C:22]([O:21][C:18]([CH3:20])([CH3:19])[CH3:17])=[O:23])[CH2:6][CH2:5][C:4]=2[N:3]=1. The yield is 0.870.